From a dataset of Full USPTO retrosynthesis dataset with 1.9M reactions from patents (1976-2016). Predict the reactants needed to synthesize the given product. (1) Given the product [CH:1]([N:4]([CH2:18][C:19]1[CH:20]=[N:21][C:22]([C:25]2[CH:26]=[CH:27][C:28]([S:31]([CH3:34])(=[O:32])=[O:33])=[CH:29][CH:30]=2)=[CH:23][CH:24]=1)[CH:5]1[CH2:10][CH2:9][NH:8][CH2:7][CH2:6]1)([CH3:3])[CH3:2], predict the reactants needed to synthesize it. The reactants are: [CH:1]([N:4]([CH2:18][C:19]1[CH:20]=[N:21][C:22]([C:25]2[CH:30]=[CH:29][C:28]([S:31]([CH3:34])(=[O:33])=[O:32])=[CH:27][CH:26]=2)=[CH:23][CH:24]=1)[CH:5]1[CH2:10][CH2:9][N:8](C(OC(C)(C)C)=O)[CH2:7][CH2:6]1)([CH3:3])[CH3:2].C(O)(C(F)(F)F)=O. (2) Given the product [Br:10][C:9]1[C:4]2[N:3]=[N:2][S:1][C:5]=2[C:6]([Br:11])=[CH:7][CH:8]=1, predict the reactants needed to synthesize it. The reactants are: [S:1]1[C:5]2[CH:6]=[CH:7][CH:8]=[CH:9][C:4]=2[N:3]=[N:2]1.[BrH:10].[Br:11]Br.S([O-])([O-])(=O)=S.[Na+].[Na+]. (3) Given the product [CH3:1][O:2][C:3]([C:5]1[C:14]2[CH:13]=[C:12]3[O:15][CH2:16][O:17][C:11]3=[CH:10][C:9]=2[N:8]=[C:7]([C:18]2[CH:23]=[CH:22][CH:21]=[CH:20][CH:19]=2)[C:6]=1[CH2:24][Br:32])=[O:4], predict the reactants needed to synthesize it. The reactants are: [CH3:1][O:2][C:3]([C:5]1[C:14]2[CH:13]=[C:12]3[O:15][CH2:16][O:17][C:11]3=[CH:10][C:9]=2[N:8]=[C:7]([C:18]2[CH:23]=[CH:22][CH:21]=[CH:20][CH:19]=2)[C:6]=1[CH3:24])=[O:4].C1C(=O)N([Br:32])C(=O)C1.C(OOC(=O)C1C=CC=CC=1)(=O)C1C=CC=CC=1. (4) Given the product [F:19][C:2]1([F:1])[CH2:6][CH2:5][C@@H:4]([C@@:7]([OH:18])([C:11]2[CH:12]=[CH:13][C:14]([Cl:17])=[CH:15][CH:16]=2)[C:8]([O:10][C@@H:21]2[CH2:25][CH2:24][NH:23][CH2:22]2)=[O:9])[CH2:3]1, predict the reactants needed to synthesize it. The reactants are: [F:1][C:2]1([F:19])[CH2:6][CH2:5][C@@H:4]([C@@:7]([OH:18])([C:11]2[CH:16]=[CH:15][C:14]([Cl:17])=[CH:13][CH:12]=2)[C:8]([OH:10])=[O:9])[CH2:3]1.O[C@@H:21]1[CH2:25][CH2:24][N:23](C(OC(C)(C)C)=O)[CH2:22]1.